The task is: Regression/Classification. Given a drug SMILES string, predict its absorption, distribution, metabolism, or excretion properties. Task type varies by dataset: regression for continuous measurements (e.g., permeability, clearance, half-life) or binary classification for categorical outcomes (e.g., BBB penetration, CYP inhibition). Dataset: cyp3a4_veith.. This data is from CYP3A4 inhibition data for predicting drug metabolism from PubChem BioAssay. (1) The drug is COc1cccc(Cn2c(=O)c(-c3cn(C)c4ccccc34)nc3cnc(OC)nc32)c1. The result is 1 (inhibitor). (2) The result is 0 (non-inhibitor). The drug is Cc1noc(C)c1C(=O)N1CCC2(CC1)CCN(c1ncccn1)CC2. (3) The compound is Cc1cccc(-n2cnc(C(=O)NC3CCCCCC3)c2)n1. The result is 1 (inhibitor). (4) The compound is Nc1ncnc2c1ncn2[C@H]1O[C@@H](CO)[C@@H](O)[C@H]1N. The result is 0 (non-inhibitor). (5) The molecule is COc1ccc(/C=C2\N=C(c3c(-c4ccccc4)noc3C)OC2=O)cc1OC. The result is 0 (non-inhibitor). (6) The molecule is Cc1noc(C)c1-c1ccc2ncnc(NCc3cccnc3)c2c1. The result is 1 (inhibitor). (7) The molecule is Cn1cccc1C(=O)N1CCC2(CC1)CN(Cc1ccc(C#N)cc1)C2. The result is 0 (non-inhibitor). (8) The drug is O=C(O)/C=C\c1c2ccc(=O)c(O)c-2oc2c(O)c(O)ccc12. The result is 0 (non-inhibitor). (9) The drug is COc1cc(OC)cc(C(=O)NC(=S)Nc2ccc(Cl)c(C(=O)O)c2)c1. The result is 0 (non-inhibitor). (10) The molecule is CC(C)[C@H](NC(=O)OC(C)(C)C)[C@@H](O)CC(=O)OC(C)(C)C. The result is 0 (non-inhibitor).